From a dataset of Forward reaction prediction with 1.9M reactions from USPTO patents (1976-2016). Predict the product of the given reaction. Given the reactants [OH:1][C@@H:2]1[CH2:6][CH2:5][N:4]([C:7]([O:9][C:10]([CH3:13])([CH3:12])[CH3:11])=[O:8])[CH2:3]1.CCN(CC)CC.[CH3:21][S:22](Cl)(=[O:24])=[O:23], predict the reaction product. The product is: [CH3:21][S:22]([O:1][C@@H:2]1[CH2:6][CH2:5][N:4]([C:7]([O:9][C:10]([CH3:13])([CH3:12])[CH3:11])=[O:8])[CH2:3]1)(=[O:24])=[O:23].